Dataset: NCI-60 drug combinations with 297,098 pairs across 59 cell lines. Task: Regression. Given two drug SMILES strings and cell line genomic features, predict the synergy score measuring deviation from expected non-interaction effect. (1) Drug 2: CC1=C(C(=CC=C1)Cl)NC(=O)C2=CN=C(S2)NC3=CC(=NC(=N3)C)N4CCN(CC4)CCO. Cell line: SK-OV-3. Drug 1: C1=CC(=CC=C1CCC2=CNC3=C2C(=O)NC(=N3)N)C(=O)NC(CCC(=O)O)C(=O)O. Synergy scores: CSS=51.0, Synergy_ZIP=-1.46, Synergy_Bliss=-4.05, Synergy_Loewe=-6.23, Synergy_HSA=-0.616. (2) Drug 1: CC1=C(C=C(C=C1)C(=O)NC2=CC(=CC(=C2)C(F)(F)F)N3C=C(N=C3)C)NC4=NC=CC(=N4)C5=CN=CC=C5. Drug 2: C1CC(=O)NC(=O)C1N2C(=O)C3=CC=CC=C3C2=O. Cell line: MALME-3M. Synergy scores: CSS=-5.55, Synergy_ZIP=4.75, Synergy_Bliss=4.22, Synergy_Loewe=-3.54, Synergy_HSA=-2.61. (3) Drug 1: CCC1=CC2CC(C3=C(CN(C2)C1)C4=CC=CC=C4N3)(C5=C(C=C6C(=C5)C78CCN9C7C(C=CC9)(C(C(C8N6C)(C(=O)OC)O)OC(=O)C)CC)OC)C(=O)OC.C(C(C(=O)O)O)(C(=O)O)O. Drug 2: C1CCC(CC1)NC(=O)N(CCCl)N=O. Cell line: UO-31. Synergy scores: CSS=8.10, Synergy_ZIP=-4.77, Synergy_Bliss=-4.42, Synergy_Loewe=-1.17, Synergy_HSA=-1.15. (4) Drug 1: CN(C)N=NC1=C(NC=N1)C(=O)N. Drug 2: CCC1=C2CN3C(=CC4=C(C3=O)COC(=O)C4(CC)O)C2=NC5=C1C=C(C=C5)O. Cell line: OVCAR3. Synergy scores: CSS=41.9, Synergy_ZIP=-0.0667, Synergy_Bliss=0.480, Synergy_Loewe=-20.1, Synergy_HSA=1.81.